Task: Regression. Given a peptide amino acid sequence and an MHC pseudo amino acid sequence, predict their binding affinity value. This is MHC class II binding data.. Dataset: Peptide-MHC class II binding affinity with 134,281 pairs from IEDB The peptide sequence is EDHWASRENSGGGVE. The MHC is HLA-DQA10601-DQB10402 with pseudo-sequence HLA-DQA10601-DQB10402. The binding affinity (normalized) is 0.258.